This data is from Catalyst prediction with 721,799 reactions and 888 catalyst types from USPTO. The task is: Predict which catalyst facilitates the given reaction. Reactant: [CH3:1][C:2]1[CH:7]=[CH:6][C:5]([CH:8]([C:12]2[CH:17]=[CH:16][C:15]([CH3:18])=[CH:14][CH:13]=2)[C:9]([OH:11])=O)=[CH:4][CH:3]=1.[NH2:19][CH2:20][CH2:21][CH2:22][N:23]1[CH2:28][CH2:27][CH:26]([C:29]2[CH:30]=[C:31]([NH:36][C:37](=[O:41])[CH:38]([CH3:40])[CH3:39])[CH:32]=[CH:33][C:34]=2[F:35])[CH2:25][CH2:24]1.Cl. Product: [CH3:18][C:15]1[CH:16]=[CH:17][C:12]([CH:8]([C:5]2[CH:4]=[CH:3][C:2]([CH3:1])=[CH:7][CH:6]=2)[C:9]([NH:19][CH2:20][CH2:21][CH2:22][N:23]2[CH2:28][CH2:27][CH:26]([C:29]3[CH:30]=[C:31]([NH:36][C:37](=[O:41])[CH:38]([CH3:39])[CH3:40])[CH:32]=[CH:33][C:34]=3[F:35])[CH2:25][CH2:24]2)=[O:11])=[CH:13][CH:14]=1. The catalyst class is: 22.